Task: Regression. Given two drug SMILES strings and cell line genomic features, predict the synergy score measuring deviation from expected non-interaction effect.. Dataset: NCI-60 drug combinations with 297,098 pairs across 59 cell lines (1) Drug 1: CC1=CC=C(C=C1)C2=CC(=NN2C3=CC=C(C=C3)S(=O)(=O)N)C(F)(F)F. Drug 2: CC(C)(C#N)C1=CC(=CC(=C1)CN2C=NC=N2)C(C)(C)C#N. Cell line: COLO 205. Synergy scores: CSS=-0.395, Synergy_ZIP=2.84, Synergy_Bliss=1.41, Synergy_Loewe=-0.914, Synergy_HSA=-3.11. (2) Drug 1: CCCS(=O)(=O)NC1=C(C(=C(C=C1)F)C(=O)C2=CNC3=C2C=C(C=N3)C4=CC=C(C=C4)Cl)F. Drug 2: CC12CCC3C(C1CCC2=O)CC(=C)C4=CC(=O)C=CC34C. Cell line: CCRF-CEM. Synergy scores: CSS=57.9, Synergy_ZIP=0.754, Synergy_Bliss=-3.31, Synergy_Loewe=-5.01, Synergy_HSA=-5.08. (3) Drug 1: C1CCC(C(C1)N)N.C(=O)(C(=O)[O-])[O-].[Pt+4]. Drug 2: CCC1(C2=C(COC1=O)C(=O)N3CC4=CC5=C(C=CC(=C5CN(C)C)O)N=C4C3=C2)O.Cl. Cell line: SNB-19. Synergy scores: CSS=41.7, Synergy_ZIP=-8.32, Synergy_Bliss=-9.79, Synergy_Loewe=-5.95, Synergy_HSA=-3.78. (4) Drug 1: CC1CCC2CC(C(=CC=CC=CC(CC(C(=O)C(C(C(=CC(C(=O)CC(OC(=O)C3CCCCN3C(=O)C(=O)C1(O2)O)C(C)CC4CCC(C(C4)OC)O)C)C)O)OC)C)C)C)OC. Drug 2: CC1C(C(CC(O1)OC2CC(CC3=C2C(=C4C(=C3O)C(=O)C5=CC=CC=C5C4=O)O)(C(=O)C)O)N)O. Cell line: A498. Synergy scores: CSS=77.0, Synergy_ZIP=37.1, Synergy_Bliss=26.2, Synergy_Loewe=27.3, Synergy_HSA=28.8. (5) Drug 1: CC1C(C(CC(O1)OC2CC(CC3=C2C(=C4C(=C3O)C(=O)C5=C(C4=O)C(=CC=C5)OC)O)(C(=O)C)O)N)O.Cl. Drug 2: CC1=C(C(=O)C2=C(C1=O)N3CC4C(C3(C2COC(=O)N)OC)N4)N. Cell line: DU-145. Synergy scores: CSS=52.2, Synergy_ZIP=-5.57, Synergy_Bliss=-5.00, Synergy_Loewe=-12.1, Synergy_HSA=-2.87. (6) Drug 1: C1=NNC2=C1C(=O)NC=N2. Drug 2: N.N.Cl[Pt+2]Cl. Cell line: NCI/ADR-RES. Synergy scores: CSS=44.0, Synergy_ZIP=-5.78, Synergy_Bliss=-11.0, Synergy_Loewe=-15.4, Synergy_HSA=-6.28. (7) Drug 1: CC12CCC3C(C1CCC2=O)CC(=C)C4=CC(=O)C=CC34C. Drug 2: C1CN(P(=O)(OC1)NCCCl)CCCl. Cell line: HT29. Synergy scores: CSS=12.9, Synergy_ZIP=0.803, Synergy_Bliss=0.0700, Synergy_Loewe=-24.3, Synergy_HSA=-0.644.